This data is from Retrosynthesis with 50K atom-mapped reactions and 10 reaction types from USPTO. The task is: Predict the reactants needed to synthesize the given product. (1) Given the product COC(=O)N[C@H](C(=O)N1[C@H](c2nc3ccc(-c4ccc5c(c4)C(F)(F)c4cc(-c6cnc([C@@H]7CCCN7C(=O)OC(C)(C)C)[nH]6)ccc4-5)cc3[nH]2)[C@H]2CC[C@@H]1C2)C(C)C, predict the reactants needed to synthesize it. The reactants are: CC(C)(C)OC(=O)N1CCC[C@H]1c1ncc(-c2ccc3c(c2)C(F)(F)c2cc(Br)ccc2-3)[nH]1.COC(=O)N[C@H](C(=O)N1[C@H](c2nc3ccc(B4OC(C)(C)C(C)(C)O4)cc3[nH]2)[C@H]2CC[C@@H]1C2)C(C)C. (2) Given the product O=S(=O)(Nc1cc(-c2cnc3ccc(Cl)nn23)cnc1Cl)c1ccc(F)cc1, predict the reactants needed to synthesize it. The reactants are: CC1(C)OB(c2cnc(Cl)c(NS(=O)(=O)c3ccc(F)cc3)c2)OC1(C)C.Clc1ccc2ncc(Br)n2n1. (3) Given the product Nc1ccc(F)c(CN2CCCC2)c1, predict the reactants needed to synthesize it. The reactants are: O=[N+]([O-])c1ccc(F)c(CN2CCCC2)c1. (4) Given the product CC(C)(C)OC(=O)N1CCN(Cc2cncnc2)CC1, predict the reactants needed to synthesize it. The reactants are: CC(C)(C)OC(=O)N1CCNCC1.O=Cc1cncnc1. (5) The reactants are: Clc1ncc2cn[nH]c2n1.Nc1cnn(CC(F)F)c1. Given the product FC(F)Cn1cc(Nc2ncc3cn[nH]c3n2)cn1, predict the reactants needed to synthesize it. (6) Given the product COC(=O)N(Cc1cc(C(F)(F)F)cc(C(F)(F)F)c1)C1CC(CCOCc2ccccc2)Nc2ccc(C(F)(F)F)cc21, predict the reactants needed to synthesize it. The reactants are: COC(=O)N(Cc1cc(C(F)(F)F)cc(C(F)(F)F)c1)C1CC(CCOCc2ccccc2)N(C(=O)C(F)(F)F)c2ccc(C(F)(F)F)cc21. (7) Given the product O=C(O)c1ccc2cc(-c3ccccc3)oc2c1, predict the reactants needed to synthesize it. The reactants are: COC(=O)c1ccc2cc(-c3ccccc3)oc2c1. (8) The reactants are: CCCCCCCCCCNC(=O)NOCc1ccccc1.CI. Given the product CCCCCCCCCCNC(=O)N(C)OCc1ccccc1, predict the reactants needed to synthesize it. (9) Given the product O=[N+]([O-])c1cn2c(n1)OCC(COc1ccc(Br)cn1)C2, predict the reactants needed to synthesize it. The reactants are: Fc1ccc(Br)cn1.O=[N+]([O-])c1cn2c(n1)OCC(CO)C2.